The task is: Predict the reactants needed to synthesize the given product.. This data is from Full USPTO retrosynthesis dataset with 1.9M reactions from patents (1976-2016). (1) Given the product [F:32][C:30]1([F:33])[CH2:31][CH:29]1[CH2:28][O:17][C:14]1[CH:15]=[CH:16][C:11]([C:8]2[O:9][C:10]3[C:2]([F:1])=[C:3]([O:19][CH2:20][C@@H:21]([NH:23][C:24](=[O:26])[CH3:25])[CH3:22])[CH:4]=[CH:5][C:6]=3[N:7]=2)=[CH:12][C:13]=1[F:18], predict the reactants needed to synthesize it. The reactants are: [F:1][C:2]1[C:10]2[O:9][C:8]([C:11]3[CH:16]=[CH:15][C:14]([OH:17])=[C:13]([F:18])[CH:12]=3)=[N:7][C:6]=2[CH:5]=[CH:4][C:3]=1[O:19][CH2:20][C@@H:21]([NH:23][C:24](=[O:26])[CH3:25])[CH3:22].Br[CH2:28][CH:29]1[CH2:31][C:30]1([F:33])[F:32].C(=O)([O-])[O-].[K+].[K+]. (2) Given the product [C:3]([O:7][C:8]([N:10]1[C@@H:15]([C@@H:16]([OH:30])[C@@H:17]([NH2:27])[CH2:18][C:19]2[CH:20]=[C:21]([F:26])[CH:22]=[C:23]([F:25])[CH:24]=2)[CH2:14][O:13][C@@H:12]([O:31][CH2:32][C:33]([CH3:36])([CH3:35])[CH3:34])[CH2:11]1)=[O:9])([CH3:4])([CH3:6])[CH3:5], predict the reactants needed to synthesize it. The reactants are: [BH4-].[Na+].[C:3]([O:7][C:8]([N:10]1[C@@H:15]([C@@H:16]([OH:30])[C@@H:17]([N+:27]([O-])=O)[CH2:18][C:19]2[CH:24]=[C:23]([F:25])[CH:22]=[C:21]([F:26])[CH:20]=2)[CH2:14][O:13][C@@H:12]([O:31][CH2:32][C:33]([CH3:36])([CH3:35])[CH3:34])[CH2:11]1)=[O:9])([CH3:6])([CH3:5])[CH3:4].O. (3) Given the product [C:2]1([C:8]2[CH2:13][CH2:12][N:11]([C:21]([O:22][C:23]([CH3:26])([CH3:25])[CH3:24])=[O:27])[CH2:10][CH:9]=2)[CH:7]=[CH:6][CH:5]=[CH:4][CH:3]=1, predict the reactants needed to synthesize it. The reactants are: Cl.[C:2]1([C:8]2[CH2:9][CH2:10][NH:11][CH2:12][CH:13]=2)[CH:7]=[CH:6][CH:5]=[CH:4][CH:3]=1.C(N(CC)CC)C.[C:21](=O)([O:27]C(C)(C)C)[O:22][C:23]([CH3:26])([CH3:25])[CH3:24]. (4) Given the product [O:18]=[S:8]1(=[O:17])[C:9]2[CH:16]=[CH:15][CH:14]=[CH:13][C:10]=2[NH:11][C:6]([C:5]2[C:4](=[O:19])[NH:11][C:6]([CH3:5])=[C:25]([C:9]3[CH:16]=[CH:15][CH:14]=[CH:13][CH:10]=3)[C:26]=2[OH:28])=[CH:7]1, predict the reactants needed to synthesize it. The reactants are: C(O[C:4](=[O:19])[CH2:5][C:6]1[N:11](C)[C:10]2[CH:13]=[CH:14][CH:15]=[CH:16][C:9]=2[S:8](=[O:18])(=[O:17])[CH:7]=1)C.[H-].[Na+].N#N.Cl.[CH3:25][C:26]([OH:28])=O. (5) Given the product [OH:11][C@@H:12]([C:23]1[N:24]=[CH:25][CH:26]=[CH:27][N:28]=1)[CH2:13][N:14]([CH3:22])[C:15](=[O:21])[O:16][C:17]([CH3:20])([CH3:19])[CH3:18], predict the reactants needed to synthesize it. The reactants are: C(N(CC)CC)C.C(O)=O.[O:11]=[C:12]([C:23]1[N:28]=[CH:27][CH:26]=[CH:25][N:24]=1)[CH2:13][N:14]([CH3:22])[C:15](=[O:21])[O:16][C:17]([CH3:20])([CH3:19])[CH3:18]. (6) Given the product [Cl:39][C:36]1[C:24]([CH2:25][C:26]2([C:29]([O:31][C:32]([CH3:35])([CH3:34])[CH3:33])=[O:30])[CH2:28][CH2:27]2)=[C:23]([F:40])[C:22]([NH:21][C:54](=[O:55])[C@H:53]([C:50]2[CH:49]=[CH:48][C:47]([Cl:46])=[CH:52][CH:51]=2)[C@@H:57]([CH3:62])[C:58]([F:59])([F:60])[F:61])=[CH:38][CH:37]=1, predict the reactants needed to synthesize it. The reactants are: NC1C(F)=C(C=CC=1Cl)CC1(C(OC(C)(C)C)=O)CC1.[NH2:21][C:22]1[C:23]([F:40])=[C:24]([C:36]([Cl:39])=[CH:37][CH:38]=1)[CH2:25][C:26]1([C:29]([O:31][C:32]([CH3:35])([CH3:34])[CH3:33])=[O:30])[CH2:28][CH2:27]1.C1COCC1.[Cl:46][C:47]1[CH:52]=[CH:51][C:50]([C@H:53]([C@@H:57]([CH3:62])[C:58]([F:61])([F:60])[F:59])[C:54](Cl)=[O:55])=[CH:49][CH:48]=1. (7) Given the product [NH3:8].[CH3:9][OH:10].[C:15]([N:19]1[CH2:24][CH2:23][NH:22][C@@H:21]([C:32]([N:34]2[CH2:39][CH2:38][N:37]([C:9]([NH:8][C:5]3[CH:6]=[CH:7][C:2]([F:1])=[C:3]([C:11]([F:12])([F:13])[F:14])[CH:4]=3)=[O:10])[CH2:36][CH2:35]2)=[O:33])[CH2:20]1)([CH3:18])([CH3:16])[CH3:17], predict the reactants needed to synthesize it. The reactants are: [F:1][C:2]1[CH:7]=[CH:6][C:5]([N:8]=[C:9]=[O:10])=[CH:4][C:3]=1[C:11]([F:14])([F:13])[F:12].[C:15]([N:19]1[CH2:24][CH2:23][N:22](C(OC(C)(C)C)=O)[C@@H:21]([C:32]([N:34]2[CH2:39][CH2:38][NH:37][CH2:36][CH2:35]2)=[O:33])[CH2:20]1)([CH3:18])([CH3:17])[CH3:16]. (8) Given the product [O:14]1[C:10]([C:7]2[CH:6]=[CH:5][C:4]([NH2:1])=[CH:9][CH:8]=2)=[CH:11][N:12]=[CH:13]1, predict the reactants needed to synthesize it. The reactants are: [N+:1]([C:4]1[CH:9]=[CH:8][C:7]([C:10]2[O:14][CH:13]=[N:12][CH:11]=2)=[CH:6][CH:5]=1)([O-])=O.[Sn].Cl. (9) Given the product [N:1]1[CH:6]=[CH:5][CH:4]=[CH:3][C:2]=1[CH2:7][O:8][S:16]([CH3:19])(=[O:18])=[O:17], predict the reactants needed to synthesize it. The reactants are: [N:1]1[CH:6]=[CH:5][CH:4]=[CH:3][C:2]=1[CH2:7][OH:8].C(N(CC)CC)C.[S:16](Cl)([CH3:19])(=[O:18])=[O:17].